Predict the reactants needed to synthesize the given product. From a dataset of Full USPTO retrosynthesis dataset with 1.9M reactions from patents (1976-2016). (1) The reactants are: [CH3:1][C:2]1([N:8]2[CH2:13][CH2:12][CH:11]([N:14]3[C@H:18]4[CH2:19][CH2:20][CH2:21][CH2:22][C@H:17]4[NH:16][C:15]3=[O:23])[CH2:10][CH2:9]2)[CH2:7][CH2:6][NH:5][CH2:4][CH2:3]1.C(N(C(C)C)CC)(C)C.Cl[C:34]([O:36][CH:37]([CH3:39])[CH3:38])=[O:35]. Given the product [O:23]=[C:15]1[N:14]([CH:11]2[CH2:12][CH2:13][N:8]([C:2]3([CH3:1])[CH2:7][CH2:6][N:5]([C:34]([O:36][CH:37]([CH3:39])[CH3:38])=[O:35])[CH2:4][CH2:3]3)[CH2:9][CH2:10]2)[C@H:18]2[CH2:19][CH2:20][CH2:21][CH2:22][C@H:17]2[NH:16]1, predict the reactants needed to synthesize it. (2) The reactants are: [F:1][C:2]1[C:10]([F:11])=[CH:9][CH:8]=[C:7]([F:12])[C:3]=1[C:4](Cl)=[O:5].CO.O.[NH2:16][NH2:17]. Given the product [F:1][C:2]1[C:10]([F:11])=[CH:9][CH:8]=[C:7]([F:12])[C:3]=1[C:4]([NH:16][NH2:17])=[O:5], predict the reactants needed to synthesize it.